This data is from HIV replication inhibition screening data with 41,000+ compounds from the AIDS Antiviral Screen. The task is: Binary Classification. Given a drug SMILES string, predict its activity (active/inactive) in a high-throughput screening assay against a specified biological target. (1) The compound is Cc1cc(O)nc(NN2C(Cl)C(=O)C2c2cccc([N+](=O)[O-])c2)n1. The result is 0 (inactive). (2) The drug is CC(C)CC(NC(=O)C(CSc1ccc([N+](=O)[O-])cc1)Cc1ccccc1)C(=O)Nc1ccccc1. The result is 0 (inactive). (3) The result is 0 (inactive). The drug is S=C(NN=C(c1ccccc1)c1ccccn1)N1CCCCCC1.